This data is from Reaction yield outcomes from USPTO patents with 853,638 reactions. The task is: Predict the reaction yield, written as a fraction of the theoretical maximum amount of product (1.0 means a 100% yield; for example, 0.34 means a 34% yield). (1) The reactants are ClCCl.FC(F)(F)S(O[C:10]1[CH:15]=[CH:14][C:13]([C:16]2[C:21]([CH3:22])=[N:20][C:19]([CH3:23])=[C:18]([C:24](=[O:26])[NH2:25])[N:17]=2)=[CH:12][CH:11]=1)(=O)=O.[CH3:29][C:30]1([CH3:46])[C:34]([CH3:36])([CH3:35])[O:33][B:32]([B:32]2[O:33][C:34]([CH3:36])([CH3:35])[C:30]([CH3:46])([CH3:29])[O:31]2)[O:31]1.C([O-])(=O)C.[K+]. The catalyst is O1CCOCC1.C1C=CC(P(C2C=CC=CC=2)[C-]2C=CC=C2)=CC=1.C1C=CC(P(C2C=CC=CC=2)[C-]2C=CC=C2)=CC=1.Cl[Pd]Cl.[Fe+2].C1(P(C2C=CC=CC=2)[C-]2C=CC=C2)C=CC=CC=1.[C-]1(P(C2C=CC=CC=2)C2C=CC=CC=2)C=CC=C1.[Fe+2]. The product is [CH3:23][C:19]1[C:18]([C:24]([NH2:25])=[O:26])=[N:17][C:16]([C:13]2[CH:14]=[CH:15][C:10]([B:32]3[O:33][C:34]([CH3:36])([CH3:35])[C:30]([CH3:46])([CH3:29])[O:31]3)=[CH:11][CH:12]=2)=[C:21]([CH3:22])[N:20]=1. The yield is 0.910. (2) The reactants are [C:1]1([CH2:7][C:8]([C:10]2[CH:14]=[CH:13][N:12]([S:15]([C:18]3[CH:23]=[CH:22][CH:21]=[CH:20][CH:19]=3)(=[O:17])=[O:16])[CH:11]=2)=O)[CH:6]=[CH:5][CH:4]=[CH:3][CH:2]=1.[CH2:24]([O:26][C:27]1[CH:28]=[C:29]([CH:32]=[C:33]([N+:36]([O-:38])=[O:37])[C:34]=1[OH:35])[CH:30]=O)[CH3:25].[NH2:39][C:40]([NH2:42])=[O:41].Cl. The catalyst is C(O)C. The product is [CH2:24]([O:26][C:27]1[CH:28]=[C:29]([CH:30]2[C:7]([C:1]3[CH:6]=[CH:5][CH:4]=[CH:3][CH:2]=3)=[C:8]([C:10]3[CH:14]=[CH:13][N:12]([S:15]([C:18]4[CH:23]=[CH:22][CH:21]=[CH:20][CH:19]=4)(=[O:17])=[O:16])[CH:11]=3)[NH:42][C:40](=[O:41])[NH:39]2)[CH:32]=[C:33]([N+:36]([O-:38])=[O:37])[C:34]=1[OH:35])[CH3:25]. The yield is 0.276. (3) The reactants are [OH:1][C:2]1[CH:3]=[C:4]([C:8]2([C:25]3[CH:30]=[CH:29][N:28]=[CH:27][CH:26]=3)[C:16]3[C:11](=[N:12][CH:13]=[CH:14][CH:15]=3)[C:10]([NH:17]C(=O)OC(C)(C)C)=[N:9]2)[CH:5]=[CH:6][CH:7]=1.[CH:31]1([CH2:35]O)[CH2:34][CH2:33][CH2:32]1. No catalyst specified. The product is [CH:31]1([CH2:35][O:1][C:2]2[CH:3]=[C:4]([C:8]3([C:25]4[CH:30]=[CH:29][N:28]=[CH:27][CH:26]=4)[C:16]4[C:11](=[N:12][CH:13]=[CH:14][CH:15]=4)[C:10]([NH2:17])=[N:9]3)[CH:5]=[CH:6][CH:7]=2)[CH2:34][CH2:33][CH2:32]1. The yield is 0.320. (4) The reactants are [NH2:1][C:2]1[CH:3]=[C:4]([OH:12])[C:5](=[CH:10][CH:11]=1)[C:6]([O:8][CH3:9])=[O:7].[Br:13][C:14]1[CH:18]=[C:17]([Cl:19])[S:16][C:15]=1[S:20](Cl)(=[O:22])=[O:21]. No catalyst specified. The product is [Br:13][C:14]1[CH:18]=[C:17]([Cl:19])[S:16][C:15]=1[S:20]([NH:1][C:2]1[CH:11]=[CH:10][C:5]([C:6]([O:8][CH3:9])=[O:7])=[C:4]([OH:12])[CH:3]=1)(=[O:22])=[O:21]. The yield is 0.370.